This data is from Catalyst prediction with 721,799 reactions and 888 catalyst types from USPTO. The task is: Predict which catalyst facilitates the given reaction. (1) Reactant: Cl[C:2]1[C:11]2[C:6](=[CH:7][C:8]([O:17][CH2:18][CH:19]3[CH2:23][O:22][C:21]([CH3:25])([CH3:24])[O:20]3)=[C:9]([O:12][CH2:13][CH2:14][O:15][CH3:16])[CH:10]=2)[CH:5]=[C:4]([NH:26][C:27]2[CH:31]=[C:30]([CH3:32])[NH:29][N:28]=2)[N:3]=1. Product: [CH3:24][C:21]1([CH3:25])[O:20][CH:19]([CH2:18][O:17][C:8]2[CH:7]=[C:6]3[C:11](=[CH:10][C:9]=2[O:12][CH2:13][CH2:14][O:15][CH3:16])[C:2]([O:12][CH:9]([CH3:10])[CH3:8])=[N:3][C:4]([NH:26][C:27]2[CH:31]=[C:30]([CH3:32])[NH:29][N:28]=2)=[CH:5]3)[CH2:23][O:22]1. The catalyst class is: 41. (2) Reactant: [Br:1][C:2]1[CH:3]=[C:4]([CH:9]([C:11]2[CH:16]=[CH:15][CH:14]=[CH:13][CH:12]=2)O)[CH:5]=[C:6]([Br:8])[CH:7]=1.C([SiH](CC)CC)C.B(F)(F)F.CCOCC.C(=O)(O)[O-].[Na+]. Product: [Br:1][C:2]1[CH:7]=[C:6]([Br:8])[CH:5]=[C:4]([CH2:9][C:11]2[CH:16]=[CH:15][CH:14]=[CH:13][CH:12]=2)[CH:3]=1. The catalyst class is: 2.